Regression/Classification. Given a drug SMILES string, predict its absorption, distribution, metabolism, or excretion properties. Task type varies by dataset: regression for continuous measurements (e.g., permeability, clearance, half-life) or binary classification for categorical outcomes (e.g., BBB penetration, CYP inhibition). Dataset: rlm. From a dataset of Rat liver microsome stability data. (1) The drug is CC1CCC(n2c3cnccc3c3cnc(Nc4ccc5c(n4)CCN(C(=O)CO)C5)nc32)CC1. The result is 1 (stable in rat liver microsomes). (2) The compound is NCCOCCOCCOCCOCCN1CCN(C(c2ccccc2)c2ccc(Cl)cc2)CC1. The result is 1 (stable in rat liver microsomes). (3) The drug is Clc1ccc(C2(c3ccc(-c4cn[nH]c4)cc3)CCNCC2)cc1. The result is 0 (unstable in rat liver microsomes). (4) The molecule is C=C(C)[C@@H]1CC[C@]2(NCCN3CC4C(C3)C4NS(C)(=O)=O)CC[C@]3(C)[C@H](CC[C@@H]4[C@@]5(C)CC=C(c6ccc(C(=O)O)cc6)C(C)(C)[C@@H]5CC[C@]43C)[C@@H]12. The result is 0 (unstable in rat liver microsomes). (5) The compound is COc1ccc(-c2c(C3CCCC3)c3ccc(C(=O)NC4(C(=O)Nc5ccc(C=CC(=O)O)cc5)CCC4)cc3n2C)cn1. The result is 0 (unstable in rat liver microsomes). (6) The drug is Cn1ccc2c(C(=O)NCc3cccnc3)nc(-c3ccc(CO)cc3)cc21. The result is 1 (stable in rat liver microsomes).